This data is from Forward reaction prediction with 1.9M reactions from USPTO patents (1976-2016). The task is: Predict the product of the given reaction. (1) Given the reactants [NH2:1][C:2]1[CH:7]=[CH:6][C:5]([C:8](=O)/[CH:9]=[CH:10]/[C:11]2[CH:12]=[C:13]3[C:17](=[CH:18][CH:19]=2)[NH:16][N:15]=[C:14]3[CH3:20])=[C:4]([CH3:22])[CH:3]=1.[NH2:23][C:24]([NH2:26])=[O:25].Cl.O1CCOCC1, predict the reaction product. The product is: [NH2:1][C:2]1[CH:7]=[CH:6][C:5]([C:8]2[NH:26][C:24](=[O:25])[N:23]=[C:10]([C:11]3[CH:12]=[C:13]4[C:17](=[CH:18][CH:19]=3)[NH:16][N:15]=[C:14]4[CH3:20])[CH:9]=2)=[C:4]([CH3:22])[CH:3]=1. (2) Given the reactants [F:1][C:2]([F:28])([F:27])[C:3]1[CH:8]=[CH:7][C:6]([N:9]2[CH2:14][CH2:13][N:12]([S:15]([C:18]3[CH:19]=[C:20]4[C:24](=[CH:25][CH:26]=3)[NH:23][CH2:22][CH2:21]4)(=[O:17])=[O:16])[CH2:11][CH2:10]2)=[CH:5][CH:4]=1.C(C1C(=O)C(Cl)=C(Cl)C(=O)C=1C#N)#N, predict the reaction product. The product is: [F:27][C:2]([F:1])([F:28])[C:3]1[CH:8]=[CH:7][C:6]([N:9]2[CH2:10][CH2:11][N:12]([S:15]([C:18]3[CH:19]=[C:20]4[C:24](=[CH:25][CH:26]=3)[NH:23][CH:22]=[CH:21]4)(=[O:17])=[O:16])[CH2:13][CH2:14]2)=[CH:5][CH:4]=1. (3) Given the reactants [NH:1]1[C:7]2[CH:8]=[CH:9][CH:10]=[CH:11][C:6]=2[CH:5]=[CH:4][CH:3]=[N:2]1.[CH3:12][Si](C#C)(C)C.CI.[H-].[Na+], predict the reaction product. The product is: [CH3:12][N:1]1[C:7]2[CH:8]=[CH:9][CH:10]=[CH:11][C:6]=2[CH:5]=[CH:4][CH:3]=[N:2]1. (4) Given the reactants [CH3:1][O:2][C:3]1[CH:4]=[C:5]2[C:10](=[CH:11][C:12]=1[O:13][CH3:14])[C:9]([CH3:15])=[N:8][CH2:7][CH2:6]2.Br[C:17]1[CH:22]=[CH:21][CH:20]=[C:19]([CH3:23])[C:18]=1[F:24], predict the reaction product. The product is: [F:24][C:18]1[CH:17]=[CH:22][CH:21]=[CH:20][C:19]=1[CH2:23][CH2:15][C@H:9]1[C:10]2[C:5](=[CH:4][C:3]([O:2][CH3:1])=[C:12]([O:13][CH3:14])[CH:11]=2)[CH2:6][CH2:7][NH:8]1. (5) Given the reactants [F:1][C:2]1[CH:7]=[C:6]([F:8])[CH:5]=[CH:4][C:3]=1/[CH:9]=[CH:10]/[C:11]1[CH:16]=[CH:15][C:14]([S:17]([C:20]2[CH:28]=[CH:27][C:23]([C:24](O)=[O:25])=[CH:22][CH:21]=2)(=[O:19])=[O:18])=[CH:13][CH:12]=1.[C:29](N1C=CN=C1)([N:31]1C=CN=C1)=O.Cl.CN, predict the reaction product. The product is: [F:1][C:2]1[CH:7]=[C:6]([F:8])[CH:5]=[CH:4][C:3]=1/[CH:9]=[CH:10]/[C:11]1[CH:16]=[CH:15][C:14]([S:17]([C:20]2[CH:28]=[CH:27][C:23]([C:24]([NH:31][CH3:29])=[O:25])=[CH:22][CH:21]=2)(=[O:19])=[O:18])=[CH:13][CH:12]=1. (6) Given the reactants [H-].[Na+].[Cl:3][C:4]1[CH:9]=[CH:8][C:7]([N:10]2[C:18]([CH:19]([CH:21]3[CH2:26][CH2:25][CH2:24][CH2:23][CH2:22]3)[OH:20])=[C:17]3[C:12]([CH:13]=[CH:14][CH:15]=[CH:16]3)=[N:11]2)=[CH:6][CH:5]=1.COC(=O)[C:30]1[CH:35]=[CH:34][C:33](CCl)=[CH:32][CH:31]=1.C1C[O:42][CH2:41]C1.[CH3:44]S(C)=O.CN([CH:51]=[O:52])C, predict the reaction product. The product is: [CH3:41][O:42][C:51](=[O:52])[C:24]1[CH:23]=[CH:22][C:21]([C:19]([C:18]2[N:10]([C:7]3[CH:8]=[CH:9][C:4]([Cl:3])=[CH:5][CH:6]=3)[N:11]=[C:12]3[C:17]=2[CH:16]=[CH:15][CH:14]=[CH:13]3)([CH:32]2[CH2:31][CH2:30][CH2:35][CH2:34][CH2:33]2)[O:20][CH3:44])=[CH:26][CH:25]=1. (7) Given the reactants B(Br)(Br)Br.C([O:12][C:13]1[CH:14]=[C:15]([F:28])[CH:16]=[C:17]([CH:19]=[CH:20][C:21]2[CH:26]=[CH:25][C:24]([F:27])=[CH:23][CH:22]=2)[CH:18]=1)C1C=CC=CC=1.CO, predict the reaction product. The product is: [F:28][C:15]1[CH:16]=[C:17]([CH:19]=[CH:20][C:21]2[CH:26]=[CH:25][C:24]([F:27])=[CH:23][CH:22]=2)[CH:18]=[C:13]([OH:12])[CH:14]=1.